Task: Predict the reaction yield, written as a fraction of the theoretical maximum amount of product (1.0 means a 100% yield; for example, 0.34 means a 34% yield).. Dataset: Reaction yield outcomes from USPTO patents with 853,638 reactions (1) The reactants are [OH:1][CH2:2][C:3]1[CH:10]=[CH:9][C:6]([C:7]#[N:8])=[CH:5][CH:4]=1.[H-].[H-].[H-].[H-].[Li+].[Al+3]. The catalyst is O1CCCC1. The product is [NH2:8][CH2:7][C:6]1[CH:9]=[CH:10][C:3]([CH2:2][OH:1])=[CH:4][CH:5]=1. The yield is 0.980. (2) The reactants are [Br:1][C:2]1[C:10]2[C:5](=[CH:6][CH:7]=[C:8]([C:11]#[N:12])[CH:9]=2)[N:4]([CH:13]2[CH2:18][CH2:17][CH2:16][CH2:15][O:14]2)[N:3]=1.[OH-:19].[Na+].OO.Cl. The catalyst is C(O)C.O. The product is [Br:1][C:2]1[C:10]2[C:5](=[CH:6][CH:7]=[C:8]([C:11]([NH2:12])=[O:19])[CH:9]=2)[N:4]([CH:13]2[CH2:18][CH2:17][CH2:16][CH2:15][O:14]2)[N:3]=1. The yield is 0.880. (3) The reactants are Br[C:2]1[CH:3]=[C:4]([C:17]([NH:19][CH2:20][C:21]2[C:22](=[O:29])[NH:23][C:24]([CH3:28])=[CH:25][C:26]=2[CH3:27])=[O:18])[C:5]2[CH:10]=[N:9][N:8]([CH:11]3[CH2:16][CH2:15][O:14][CH2:13][CH2:12]3)[C:6]=2[N:7]=1.[CH3:30][C:31]1([CH3:48])[CH2:36][C:35](B2OC(C)(C)C(C)(C)O2)=[CH:34][C:33]([CH3:47])([CH3:46])[NH:32]1.C([O-])([O-])=O.[Na+].[Na+].CCOC(C)=O. The catalyst is O1CCOCC1.C1C=CC([P]([Pd]([P](C2C=CC=CC=2)(C2C=CC=CC=2)C2C=CC=CC=2)([P](C2C=CC=CC=2)(C2C=CC=CC=2)C2C=CC=CC=2)[P](C2C=CC=CC=2)(C2C=CC=CC=2)C2C=CC=CC=2)(C2C=CC=CC=2)C2C=CC=CC=2)=CC=1. The product is [CH3:27][C:26]1[CH:25]=[C:24]([CH3:28])[NH:23][C:22](=[O:29])[C:21]=1[CH2:20][NH:19][C:17]([C:4]1[C:5]2[CH:10]=[N:9][N:8]([CH:11]3[CH2:16][CH2:15][O:14][CH2:13][CH2:12]3)[C:6]=2[N:7]=[C:2]([C:35]2[CH2:34][C:33]([CH3:47])([CH3:46])[NH:32][C:31]([CH3:48])([CH3:30])[CH:36]=2)[CH:3]=1)=[O:18]. The yield is 0.140. (4) The reactants are [F:1][C:2]1([F:21])[C:8]([CH3:10])([CH3:9])[O:7][CH2:6][C:5](=[O:11])[NH:4][C@@:3]1([C:13]1[CH:18]=[C:17](I)[CH:16]=[CH:15][C:14]=1[F:20])[CH3:12].[CH3:22][C:23]1[S:24][CH:25]=[C:26]([C:28]#[C:29][Si](C)(C)C)[N:27]=1.C(N(CC)CC)C. The catalyst is [I-].C([N+](CCCC)(CCCC)CCCC)CCC.C1C=CC(P(C2C=CC=CC=2)C2C=CC=CC=2)=CC=1.C1C=CC(P(C2C=CC=CC=2)C2C=CC=CC=2)=CC=1.Cl[Pd]Cl.[Cu]I.C1(P(C2C=CC=CC=2)C2C=CC=CC=2)C=CC=CC=1.CN(C)C=O. The product is [F:1][C:2]1([F:21])[C:8]([CH3:10])([CH3:9])[O:7][CH2:6][C:5](=[O:11])[NH:4][C@@:3]1([C:13]1[CH:18]=[C:17]([C:29]#[C:28][C:26]2[N:27]=[C:23]([CH3:22])[S:24][CH:25]=2)[CH:16]=[CH:15][C:14]=1[F:20])[CH3:12]. The yield is 0.910. (5) The reactants are [O:1]1[C:5]2([CH2:10][CH2:9][C:8]([C:11]3[S:19][C:18]4[C:13](=[N:14][CH:15]=[CH:16][C:17]=4[O:20][C:21]4[CH:27]=[CH:26][C:24]([NH2:25])=[CH:23][C:22]=4[F:28])[CH:12]=3)=[CH:7][CH2:6]2)[O:4][CH2:3][CH2:2]1.[F:29][C:30]1[CH:35]=[CH:34][C:33]([N:36]2[C:41](=[O:42])[C:40]([C:43](O)=[O:44])=[CH:39][CH:38]=[N:37]2)=[CH:32][CH:31]=1.Cl.C(N=C=NCCCN(C)C)C.N1(O)C2C=CC=CC=2N=N1.C(N(C(C)C)C(C)C)C. The catalyst is CN(C=O)C. The product is [O:4]1[C:5]2([CH2:10][CH2:9][C:8]([C:11]3[S:19][C:18]4[C:13](=[N:14][CH:15]=[CH:16][C:17]=4[O:20][C:21]4[CH:27]=[CH:26][C:24]([NH:25][C:43]([C:40]5[C:41](=[O:42])[N:36]([C:33]6[CH:34]=[CH:35][C:30]([F:29])=[CH:31][CH:32]=6)[N:37]=[CH:38][CH:39]=5)=[O:44])=[CH:23][C:22]=4[F:28])[CH:12]=3)=[CH:7][CH2:6]2)[O:1][CH2:2][CH2:3]1. The yield is 0.668. (6) The reactants are C(=O)([O-])[O-].[K+].[K+].[I-].[Na+].[NH2:9][CH2:10][CH2:11][OH:12].[CH:13]1([CH2:19][CH2:20]Br)[CH2:18][CH2:17][CH2:16][CH2:15][CH2:14]1.[Cl-:22].[NH4+]. The catalyst is C(O)C. The product is [ClH:22].[CH:13]1([CH2:19][CH2:20][NH:9][CH2:10][CH2:11][OH:12])[CH2:18][CH2:17][CH2:16][CH2:15][CH2:14]1. The yield is 0.510. (7) The reactants are [N:1]1[CH:6]=[CH:5][CH:4]=[CH:3][C:2]=1[CH2:7][C:8]([O:10][CH2:11][CH3:12])=[O:9].[N:13]([O-])=[O:14].[Na+]. The catalyst is C(O)(=O)C.O. The product is [OH:14][N:13]=[C:7]([C:2]1[CH:3]=[CH:4][CH:5]=[CH:6][N:1]=1)[C:8]([O:10][CH2:11][CH3:12])=[O:9]. The yield is 0.950.